Dataset: Forward reaction prediction with 1.9M reactions from USPTO patents (1976-2016). Task: Predict the product of the given reaction. The product is: [CH3:1][C:2]1[CH:7]=[CH:6][CH:5]=[C:4]([CH3:8])[C:3]=1[C:9]1[C:17]2[O:16][CH:15]([CH2:18][NH:19][C:30](=[O:31])[O:32][CH2:33][C:34]3[CH:39]=[CH:38][CH:37]=[CH:36][CH:35]=3)[CH2:14][C:13]=2[CH:12]=[CH:11][CH:10]=1. Given the reactants [CH3:1][C:2]1[CH:7]=[CH:6][CH:5]=[C:4]([CH3:8])[C:3]=1[C:9]1[C:17]2[O:16][CH:15]([CH2:18][NH2:19])[CH2:14][C:13]=2[CH:12]=[CH:11][CH:10]=1.C(N(C(C)C)CC)(C)C.Cl[C:30]([O:32][CH2:33][C:34]1[CH:39]=[CH:38][CH:37]=[CH:36][CH:35]=1)=[O:31], predict the reaction product.